Task: Regression/Classification. Given a drug SMILES string, predict its absorption, distribution, metabolism, or excretion properties. Task type varies by dataset: regression for continuous measurements (e.g., permeability, clearance, half-life) or binary classification for categorical outcomes (e.g., BBB penetration, CYP inhibition). Dataset: cyp1a2_veith.. Dataset: CYP1A2 inhibition data for predicting drug metabolism from PubChem BioAssay (1) The drug is O=C(Cn1nnc2ccccc21)N1CCCCC1. The result is 0 (non-inhibitor). (2) The compound is O=C(c1ccncc1)N1CCC2(CCCN(Cc3ccccc3)C2)CC1. The result is 0 (non-inhibitor).